From a dataset of Full USPTO retrosynthesis dataset with 1.9M reactions from patents (1976-2016). Predict the reactants needed to synthesize the given product. The reactants are: [CH:1]1([N:6]2[C:14]3[C:9](=[CH:10][CH:11]=[CH:12][C:13]=3[F:15])[C:8]([C:16]3[CH:21]=[CH:20][C:19]([OH:22])=[CH:18][CH:17]=3)=[N:7]2)[CH2:5][CH2:4][CH2:3][CH2:2]1.[C:23]([N:27]=[C:28]=[O:29])([CH3:26])([CH3:25])[CH3:24]. Given the product [C:23]([NH:27][C:28](=[O:29])[O:22][C:19]1[CH:18]=[CH:17][C:16]([C:8]2[C:9]3[C:14](=[C:13]([F:15])[CH:12]=[CH:11][CH:10]=3)[N:6]([CH:1]3[CH2:5][CH2:4][CH2:3][CH2:2]3)[N:7]=2)=[CH:21][CH:20]=1)([CH3:26])([CH3:25])[CH3:24], predict the reactants needed to synthesize it.